From a dataset of Forward reaction prediction with 1.9M reactions from USPTO patents (1976-2016). Predict the product of the given reaction. (1) Given the reactants Br[C:2]1[CH:3]=[C:4]([N:11]2[CH2:16][CH2:15][CH2:14][CH2:13][CH2:12]2)[CH:5]=[CH:6][C:7]=1[N+:8]([O-:10])=[O:9].[CH3:17][C:18]1([CH3:34])[C:22]([CH3:24])([CH3:23])[O:21][B:20]([B:20]2[O:21][C:22]([CH3:24])([CH3:23])[C:18]([CH3:34])([CH3:17])[O:19]2)[O:19]1.C([O-])(=O)C.[K+], predict the reaction product. The product is: [N+:8]([C:7]1[CH:6]=[CH:5][C:4]([N:11]2[CH2:16][CH2:15][CH2:14][CH2:13][CH2:12]2)=[CH:3][C:2]=1[B:20]1[O:21][C:22]([CH3:24])([CH3:23])[C:18]([CH3:34])([CH3:17])[O:19]1)([O-:10])=[O:9]. (2) Given the reactants [Na+].[NH2:2][C:3]1[C:4]([CH3:14])=[CH:5][C:6]([CH3:13])=[C:7]([S:9]([O-:12])(=[O:11])=[O:10])[CH:8]=1.C([O-])(O)=O.[Na+].Cl[C:21]([O:23][CH2:24][CH:25]1[C:37]2[CH:36]=[CH:35][CH:34]=[CH:33][C:32]=2[C:31]2[C:26]1=[CH:27][CH:28]=[CH:29][CH:30]=2)=[O:22], predict the reaction product. The product is: [CH:36]1[C:37]2[CH:25]([CH2:24][O:23][C:21]([NH:2][C:3]3[C:4]([CH3:14])=[CH:5][C:6]([CH3:13])=[C:7]([S:9]([OH:12])(=[O:10])=[O:11])[CH:8]=3)=[O:22])[C:26]3[C:31](=[CH:30][CH:29]=[CH:28][CH:27]=3)[C:32]=2[CH:33]=[CH:34][CH:35]=1. (3) The product is: [O:18]1[C:19]2[CH:20]=[CH:21][C:22]([C:2]3[C:6]([C:7]4[CH:12]=[CH:11][CH:10]=[C:9]([CH3:13])[N:8]=4)=[N:5][N:4]4[CH2:14][CH2:15][CH2:16][C:3]=34)=[CH:23][C:24]=2[O:25][CH2:17]1. Given the reactants Br[C:2]1[C:6]([C:7]2[CH:12]=[CH:11][CH:10]=[C:9]([CH3:13])[N:8]=2)=[N:5][N:4]2[CH2:14][CH2:15][CH2:16][C:3]=12.[CH2:17]1[O:25][C:24]2[CH:23]=[CH:22][C:21](B(O)O)=[CH:20][C:19]=2[O:18]1.C(=O)([O-])[O-].[Na+].[Na+], predict the reaction product. (4) Given the reactants [C:1]([C:3]1[C:4]([NH:21][C:22]2[CH:27]=[C:26]([O:28][CH3:29])[C:25]([Cl:30])=[CH:24][C:23]=2[Cl:31])=[C:5]2[S:11][C:10](/[CH:12]=[CH:13]/[C:14]([O:16]C(C)(C)C)=[O:15])=[CH:9][C:6]2=[N:7][CH:8]=1)#[N:2].FC(F)(F)C(O)=O, predict the reaction product. The product is: [C:1]([C:3]1[C:4]([NH:21][C:22]2[CH:27]=[C:26]([O:28][CH3:29])[C:25]([Cl:30])=[CH:24][C:23]=2[Cl:31])=[C:5]2[S:11][C:10](/[CH:12]=[CH:13]/[C:14]([OH:16])=[O:15])=[CH:9][C:6]2=[N:7][CH:8]=1)#[N:2].